From a dataset of Forward reaction prediction with 1.9M reactions from USPTO patents (1976-2016). Predict the product of the given reaction. Given the reactants C([O:3][C:4]([C:6]1[C:10]([CH3:11])=[C:9]([C:12]2[CH:17]=[CH:16][C:15]([C:18]#[N:19])=[C:14]([F:20])[CH:13]=2)[O:8][N:7]=1)=[O:5])C.[OH-].[Na+], predict the reaction product. The product is: [C:18]([C:15]1[CH:16]=[CH:17][C:12]([C:9]2[O:8][N:7]=[C:6]([C:4]([OH:5])=[O:3])[C:10]=2[CH3:11])=[CH:13][C:14]=1[F:20])#[N:19].